This data is from Catalyst prediction with 721,799 reactions and 888 catalyst types from USPTO. The task is: Predict which catalyst facilitates the given reaction. Reactant: C([O:3][C:4]([C:6]1[CH:11]=[CH:10][C:9]([N:12]2[CH2:17][CH2:16][N:15]([C:18]([O:20][CH2:21][CH:22]([CH3:24])[CH3:23])=[O:19])[CH2:14][CH2:13]2)=[CH:8][CH:7]=1)=[O:5])C.[OH-].[Na+]. Product: [CH2:21]([O:20][C:18]([N:15]1[CH2:16][CH2:17][N:12]([C:9]2[CH:8]=[CH:7][C:6]([C:4]([OH:5])=[O:3])=[CH:11][CH:10]=2)[CH2:13][CH2:14]1)=[O:19])[CH:22]([CH3:24])[CH3:23]. The catalyst class is: 36.